From a dataset of Full USPTO retrosynthesis dataset with 1.9M reactions from patents (1976-2016). Predict the reactants needed to synthesize the given product. (1) Given the product [CH2:14]([N:16]([CH2:17][CH2:18][O:19][CH3:20])[C:2]1[CH:9]=[CH:8][C:7]([C:10]([F:13])([F:12])[F:11])=[CH:6][C:3]=1[CH:4]=[O:5])[CH3:15], predict the reactants needed to synthesize it. The reactants are: F[C:2]1[CH:9]=[CH:8][C:7]([C:10]([F:13])([F:12])[F:11])=[CH:6][C:3]=1[CH:4]=[O:5].[CH2:14]([NH:16][CH2:17][CH2:18][O:19][CH3:20])[CH3:15].C(=O)([O-])[O-].[K+].[K+].C(OCC)(=O)C. (2) Given the product [CH3:17][C:12]1[CH:11]=[C:10]([O:18][CH3:19])[C:9]([O:8][CH2:1][C:2]2[CH:7]=[CH:6][CH:5]=[CH:4][CH:3]=2)=[CH:16][C:13]=1[CH:14]=[CH:21][C:22]([OH:24])=[O:23], predict the reactants needed to synthesize it. The reactants are: [CH2:1]([O:8][C:9]1[C:10]([O:18][CH3:19])=[CH:11][C:12]([CH3:17])=[C:13]([CH:16]=1)[CH:14]=O)[C:2]1[CH:7]=[CH:6][CH:5]=[CH:4][CH:3]=1.C(O)(=O)[CH2:21][C:22]([OH:24])=[O:23].N1CCCCC1.Cl.